This data is from Catalyst prediction with 721,799 reactions and 888 catalyst types from USPTO. The task is: Predict which catalyst facilitates the given reaction. (1) Reactant: [CH3:1][C:2]1[CH:23]=[C:22]([CH3:24])[CH:21]=[C:20]([CH3:25])[C:3]=1[C:4]([P:6](Cl)([C:8](=[O:18])[C:9]1[C:14]([CH3:15])=[CH:13][C:12]([CH3:16])=[CH:11][C:10]=1[CH3:17])=[O:7])=[O:5].[CH:26]1([NH2:32])[CH2:31][CH2:30][CH2:29][CH2:28][CH2:27]1.C(N(CC)CC)C. Product: [CH:26]1([NH:32][P:6]([C:8](=[O:18])[C:9]2[C:14]([CH3:15])=[CH:13][C:12]([CH3:16])=[CH:11][C:10]=2[CH3:17])([C:4](=[O:5])[C:3]2[C:20]([CH3:25])=[CH:21][C:22]([CH3:24])=[CH:23][C:2]=2[CH3:1])=[O:7])[CH2:31][CH2:30][CH2:29][CH2:28][CH2:27]1. The catalyst class is: 4. (2) Reactant: [S:1]1[C:5]2[CH:6]=[C:7]([C:10]#[N:11])[CH:8]=[CH:9][C:4]=2[CH:3]=[CH:2]1.[Br:12]N1C(=O)CCC1=O. Product: [Br:12][C:3]1[C:4]2[CH:9]=[CH:8][C:7]([C:10]#[N:11])=[CH:6][C:5]=2[S:1][CH:2]=1. The catalyst class is: 18.